From a dataset of Catalyst prediction with 721,799 reactions and 888 catalyst types from USPTO. Predict which catalyst facilitates the given reaction. (1) Reactant: [OH:1][CH:2]1[CH2:7][CH2:6][N:5]([C:8]([O:10][C:11]([CH3:14])([CH3:13])[CH3:12])=[O:9])[CH2:4][CH2:3]1.CC([O-])(C)C.[K+].Br[CH2:22][C:23]([O:25][CH2:26][CH3:27])=[O:24]. Product: [CH2:26]([O:25][C:23](=[O:24])[CH2:22][O:1][CH:2]1[CH2:3][CH2:4][N:5]([C:8]([O:10][C:11]([CH3:14])([CH3:13])[CH3:12])=[O:9])[CH2:6][CH2:7]1)[CH3:27]. The catalyst class is: 1. (2) Reactant: [H-].[Na+].[CH2:3]([OH:21])[CH2:4][O:5][CH2:6][CH2:7][O:8][CH2:9][CH2:10][O:11][CH2:12][CH2:13][O:14][CH2:15][CH2:16][O:17][CH2:18][CH2:19][OH:20].[CH2:22](Br)[C:23]#[CH:24].C1(C)C=CC=CC=1. Product: [CH2:19]([OH:20])[CH2:18][O:17][CH2:16][CH2:15][O:14][CH2:13][CH2:12][O:11][CH2:10][CH2:9][O:8][CH2:7][CH2:6][O:5][CH2:4][CH2:3][O:21][CH2:24][C:23]#[CH:22]. The catalyst class is: 1. (3) Reactant: [H-].[Na+].F[C:4]1[CH:9]=[CH:8][CH:7]=[CH:6][C:5]=1[N+:10]([O-:12])=[O:11].[O:13]=[C:14]([CH2:23][CH2:24][C:25]([O:27][CH3:28])=[O:26])[CH2:15][C:16]([O:18][C:19]([CH3:22])([CH3:21])[CH3:20])=[O:17]. Product: [N+:10]([C:5]1[CH:6]=[CH:7][CH:8]=[CH:9][C:4]=1[CH:15]([C:14](=[O:13])[CH2:23][CH2:24][C:25]([O:27][CH3:28])=[O:26])[C:16]([O:18][C:19]([CH3:22])([CH3:20])[CH3:21])=[O:17])([O-:12])=[O:11]. The catalyst class is: 3.